From a dataset of Full USPTO retrosynthesis dataset with 1.9M reactions from patents (1976-2016). Predict the reactants needed to synthesize the given product. (1) Given the product [F:19][C:20]1[CH:28]=[CH:27][CH:26]=[C:25]([F:29])[C:21]=1[C:22]([NH:18][C:4]1[CH:5]=[CH:6][C:7]([C:8]2[N:12]([CH3:13])[N:11]=[C:10]([C:14]([F:16])([F:17])[F:15])[CH:9]=2)=[C:2]([F:1])[CH:3]=1)=[O:23], predict the reactants needed to synthesize it. The reactants are: [F:1][C:2]1[CH:3]=[C:4]([NH2:18])[CH:5]=[CH:6][C:7]=1[C:8]1[N:12]([CH3:13])[N:11]=[C:10]([C:14]([F:17])([F:16])[F:15])[CH:9]=1.[F:19][C:20]1[CH:28]=[CH:27][CH:26]=[C:25]([F:29])[C:21]=1[C:22](Cl)=[O:23].CCN(C(C)C)C(C)C.C([O-])(O)=O.[Na+].C(Cl)Cl. (2) Given the product [C:2]1([CH:1]2[S:13][CH2:9][CH2:10][CH2:11][S:12]2)[CH:7]=[CH:6][CH:5]=[CH:4][CH:3]=1, predict the reactants needed to synthesize it. The reactants are: [CH:1](=O)[C:2]1[CH:7]=[CH:6][CH:5]=[CH:4][CH:3]=1.[CH2:9]([SH:13])[CH2:10][CH2:11][SH:12].B(F)(F)F.CCOCC. (3) Given the product [CH2:20]([CH:19]1[C:13]2[CH:12]=[C:11]([NH:9][CH2:8][CH2:7][N:1]3[CH2:6][CH2:5][O:4][CH2:3][CH2:2]3)[N:16]=[CH:15][C:14]=2[C:17](=[C:22]2[C:30]3[C:25](=[CH:26][CH:27]=[C:28]([F:31])[CH:29]=3)[NH:24][C:23]2=[O:32])[O:18]1)[CH3:21], predict the reactants needed to synthesize it. The reactants are: [N:1]1([CH2:7][CH2:8][NH2:9])[CH2:6][CH2:5][O:4][CH2:3][CH2:2]1.Cl[C:11]1[N:16]=[CH:15][C:14]2[C:17](=[C:22]3[C:30]4[C:25](=[CH:26][CH:27]=[C:28]([F:31])[CH:29]=4)[NH:24][C:23]3=[O:32])[O:18][CH:19]([CH2:20][CH3:21])[C:13]=2[CH:12]=1.O.